From a dataset of Full USPTO retrosynthesis dataset with 1.9M reactions from patents (1976-2016). Predict the reactants needed to synthesize the given product. (1) Given the product [CH2:17]([O:19][C:20](=[O:23])[CH2:21][NH:22][CH2:5][C:4]1[CH:7]=[CH:8][C:9]([N+:10]([O-:12])=[O:11])=[C:2]([CH3:1])[CH:3]=1)[CH3:18], predict the reactants needed to synthesize it. The reactants are: [CH3:1][C:2]1[CH:3]=[C:4]([CH:7]=[CH:8][C:9]=1[N+:10]([O-:12])=[O:11])[CH:5]=O.C(O)(=O)C.[CH2:17]([O:19][C:20](=[O:23])[CH2:21][NH2:22])[CH3:18].[B-]C#N.[Na+].Cl. (2) Given the product [CH:27]1([C:31]([NH:25][C:23]2[CH:22]=[CH:21][C:20]([CH3:26])=[C:19]([CH2:18][CH2:17][N:14]3[CH2:13][CH2:12][CH:11]([C:7]4[C:6]5[C:10](=[C:2]([Cl:1])[CH:3]=[CH:4][CH:5]=5)[NH:9][CH:8]=4)[CH2:16][CH2:15]3)[CH:24]=2)=[O:32])[CH2:30][CH2:29][CH2:28]1, predict the reactants needed to synthesize it. The reactants are: [Cl:1][C:2]1[CH:3]=[CH:4][CH:5]=[C:6]2[C:10]=1[NH:9][CH:8]=[C:7]2[CH:11]1[CH2:16][CH2:15][N:14]([CH2:17][CH2:18][C:19]2[CH:24]=[C:23]([NH2:25])[CH:22]=[CH:21][C:20]=2[CH3:26])[CH2:13][CH2:12]1.[CH:27]1([C:31](Cl)=[O:32])[CH2:30][CH2:29][CH2:28]1. (3) Given the product [NH:8]1[CH2:13][CH2:12][CH:11]([O:14][N:15]=[C:16]2[CH2:21][CH2:20][N:19]([C:22]3[CH:27]=[C:26]([F:28])[C:25]([Br:29])=[CH:24][C:23]=3[F:30])[CH2:18][CH2:17]2)[CH2:10][CH2:9]1, predict the reactants needed to synthesize it. The reactants are: C(OC([N:8]1[CH2:13][CH2:12][CH:11]([O:14][N:15]=[C:16]2[CH2:21][CH2:20][N:19]([C:22]3[CH:27]=[C:26]([F:28])[C:25]([Br:29])=[CH:24][C:23]=3[F:30])[CH2:18][CH2:17]2)[CH2:10][CH2:9]1)=O)(C)(C)C. (4) Given the product [F:1][C:2]1[CH:3]=[C:4]([C:10]2[CH:11]([CH3:17])[CH2:12][C:13](=[O:16])[NH:14][N:15]=2)[CH:5]=[CH:6][C:7]=1[OH:8], predict the reactants needed to synthesize it. The reactants are: [F:1][C:2]1[CH:3]=[C:4]([C:10]2[CH:11]([CH3:17])[CH2:12][C:13](=[O:16])[NH:14][N:15]=2)[CH:5]=[CH:6][C:7]=1[O:8]C.[Cl-].[Al+3].[Cl-].[Cl-].O. (5) The reactants are: [F:1][CH2:2][CH2:3][CH2:4][O:5][C:6]1[CH:7]=[C:8]([CH:11]=[CH:12][CH:13]=1)[CH:9]=[O:10].[BH4-].[Na+]. Given the product [F:1][CH2:2][CH2:3][CH2:4][O:5][C:6]1[CH:7]=[C:8]([CH2:9][OH:10])[CH:11]=[CH:12][CH:13]=1, predict the reactants needed to synthesize it.